Dataset: Forward reaction prediction with 1.9M reactions from USPTO patents (1976-2016). Task: Predict the product of the given reaction. (1) Given the reactants [CH3:1][C:2]1[CH:3]([C:10]2[CH:15]=[CH:14][CH:13]=[CH:12][C:11]=2[CH:16]=[N:17][C:18]2[CH:23]=[CH:22][CH:21]=[CH:20][CH:19]=2)[C:4]([CH3:9])=[C:5]([CH3:8])[C:6]=1[CH3:7].[BH4-].[Na+].O.C1(C)C=CC=CC=1, predict the reaction product. The product is: [CH3:1][C:2]1[CH:3]([C:10]2[CH:15]=[CH:14][CH:13]=[CH:12][C:11]=2[CH2:16][NH:17][C:18]2[CH:23]=[CH:22][CH:21]=[CH:20][CH:19]=2)[C:4]([CH3:9])=[C:5]([CH3:8])[C:6]=1[CH3:7]. (2) The product is: [CH3:10][C:7]1([CH3:11])[CH2:8][CH2:9][CH:4]([C:3](=[O:2])[CH3:12])[CH2:5][CH2:6]1. Given the reactants C[O:2][CH:3]=[C:4]1[CH2:9][CH2:8][C:7]([CH3:11])([CH3:10])[CH2:6][CH2:5]1.[C:12](O)(C(F)(F)F)=O.CC1(C)CC(C)(C)CC(C=O)C1.C[Mg+].[Br-].C1C=C[NH+]=CC=1.[O-][Cr](Cl)(=O)=O, predict the reaction product. (3) Given the reactants [C:1]([O:6][CH2:7][C:8]1[O:12][CH:11]=[CH:10][CH:9]=1)(=[O:5])[C:2]([CH3:4])=[CH2:3].[OH:13][CH2:14][CH2:15][CH2:16][CH2:17][CH2:18][CH2:19][CH2:20][CH2:21][CH2:22][CH2:23][N:24]1[C:28](=[O:29])[CH:27]=[CH:26][C:25]1=[O:30], predict the reaction product. The product is: [OH:13][CH2:14][CH2:15][CH2:16][CH2:17][CH2:18][CH2:19][CH2:20][CH2:21][CH2:22][CH2:23][N:24]1[C:28](=[O:29])[CH:27]2[CH:26]([C:8]3([CH2:7][O:6][C:1](=[O:5])[C:2]([CH3:4])=[CH2:3])[O:12][CH:11]2[CH:10]=[CH:9]3)[C:25]1=[O:30]. (4) Given the reactants [CH2:1]([O:3][CH:4]([O:15][CH2:16][CH3:17])[C:5]1[O:13][C:12]2[C:11](I)=[CH:10][N:9]=[CH:8][C:7]=2[CH:6]=1)[CH3:2].[CH:18]([C:20]1[CH:21]=[C:22](B(O)O)[CH:23]=[CH:24][CH:25]=1)=[O:19].C(=O)([O-])[O-].[Na+].[Na+], predict the reaction product. The product is: [CH2:1]([O:3][CH:4]([O:15][CH2:16][CH3:17])[C:5]1[O:13][C:12]2[C:11]([C:24]3[CH:25]=[C:20]([CH:21]=[CH:22][CH:23]=3)[CH:18]=[O:19])=[CH:10][N:9]=[CH:8][C:7]=2[CH:6]=1)[CH3:2]. (5) Given the reactants [CH:1]([C:4]1[NH:5][C:6]([C:16]2[CH:21]=[CH:20][CH:19]=[C:18](B3OC(C)(C)C(C)(C)O3)[CH:17]=2)=[C:7]([C:9]2[CH:14]=[CH:13][CH:12]=[C:11]([CH3:15])[N:10]=2)[N:8]=1)([CH3:3])[CH3:2].Br[C:32]1[CH:37]=[CH:36][CH:35]=[CH:34][N:33]=1, predict the reaction product. The product is: [CH:1]([C:4]1[NH:8][C:7]([C:9]2[CH:14]=[CH:13][CH:12]=[C:11]([CH3:15])[N:10]=2)=[C:6]([C:16]2[CH:21]=[CH:20][CH:19]=[C:18]([C:32]3[CH:37]=[CH:36][CH:35]=[CH:34][N:33]=3)[CH:17]=2)[N:5]=1)([CH3:2])[CH3:3]. (6) Given the reactants C1(C)C=CC=CC=1P(C1C=CC=CC=1C)C1C=CC=CC=1C.Br[C:24]1[C:25]2[C:30]([CH:31]=[C:32]3[C:37]=1[CH:36]=[CH:35][CH:34]=[CH:33]3)=[C:29]1[CH:38]=[CH:39][CH:40]=[C:41]([C:42]3[CH:47]=[CH:46][CH:45]=[CH:44][CH:43]=3)[C:28]1=[CH:27][CH:26]=2.[CH:48]([C:50]1[CH:55]=[CH:54][C:53](B(O)O)=[CH:52][CH:51]=1)=[O:49].P([O-])([O-])([O-])=O.[K+].[K+].[K+], predict the reaction product. The product is: [C:42]1([C:41]2[C:28]3=[CH:27][CH:26]=[C:25]4[C:30]([CH:31]=[C:32]5[C:37]([CH:36]=[CH:35][CH:34]=[CH:33]5)=[C:24]4[C:53]4[CH:54]=[CH:55][C:50]([CH:48]=[O:49])=[CH:51][CH:52]=4)=[C:29]3[CH:38]=[CH:39][CH:40]=2)[CH:47]=[CH:46][CH:45]=[CH:44][CH:43]=1. (7) Given the reactants Cl.[Cl:2][C:3]1[S:4][CH:5]=[C:6]([C:8]([NH2:10])=[NH:9])[N:7]=1.[Cl:11][C:12]1[CH:19]=[C:18]([F:20])[CH:17]=[CH:16][C:13]=1[CH:14]=O.[C:21]([O:27][CH2:28][CH3:29])(=[O:26])[CH2:22][C:23]([CH3:25])=O.C([O-])(=O)C.[Na+], predict the reaction product. The product is: [Cl:2][C:3]1[S:4][CH:5]=[C:6]([C:8]2[NH:10][C:23]([CH3:25])=[C:22]([C:21]([O:27][CH2:28][CH3:29])=[O:26])[CH:14]([C:13]3[CH:16]=[CH:17][C:18]([F:20])=[CH:19][C:12]=3[Cl:11])[N:9]=2)[N:7]=1. (8) Given the reactants [Br:1][C:2]1[CH:3]=[C:4]2[C:15]([CH2:17][C:18]([F:23])([F:22])[C:19]([NH2:21])=[O:20])(O)[C:14]3[C:9](=[CH:10][CH:11]=[C:12]([O:24][CH3:25])[CH:13]=3)[O:8][C:5]2=[N:6][CH:7]=1.C([O-])(=O)C.[NH4+], predict the reaction product. The product is: [Br:1][C:2]1[CH:3]=[C:4]2[C:15]3([CH2:17][C:18]([F:23])([F:22])[C:19](=[O:20])[NH:21]3)[C:14]3[C:9](=[CH:10][CH:11]=[C:12]([O:24][CH3:25])[CH:13]=3)[O:8][C:5]2=[N:6][CH:7]=1. (9) The product is: [NH2:8][C:9]1[C:23]([C:24]([OH:26])=[O:25])=[C:12]2[N:13]=[C:14]([O:17][CH2:18][CH2:19][N:20]([CH3:22])[CH3:21])[CH:15]=[CH:16][N:11]2[N:10]=1. Given the reactants C1([SiH3])C=CC=CC=1.[NH2:8][C:9]1[C:23]([C:24]([O:26]CC=C)=[O:25])=[C:12]2[N:13]=[C:14]([O:17][CH2:18][CH2:19][N:20]([CH3:22])[CH3:21])[CH:15]=[CH:16][N:11]2[N:10]=1.CCOCC, predict the reaction product.